From a dataset of Forward reaction prediction with 1.9M reactions from USPTO patents (1976-2016). Predict the product of the given reaction. (1) Given the reactants [CH3:1][C:2](=[CH:4][CH2:5][CH2:6]/[C:7](=[CH:9]/[CH2:10][OH:11])/[CH3:8])[CH3:3].C(N(CC)CC)C.[C:19](Cl)(=[O:22])[CH:20]=[CH2:21].C1C2NC3C(=CC=CC=3)SC=2C=CC=1, predict the reaction product. The product is: [C:19]([O:11][CH2:10]/[CH:9]=[C:7](\[CH3:8])/[CH2:6][CH2:5][CH:4]=[C:2]([CH3:1])[CH3:3])(=[O:22])[CH:20]=[CH2:21]. (2) Given the reactants [CH2:1]([O:3][C:4]1[N:8]([CH2:9][C:10]2[CH:15]=[CH:14][C:13]([C:16]3[CH:21]=[CH:20][CH:19]=[CH:18][C:17]=3[C:22](=[N:24][OH:25])[NH2:23])=[CH:12][CH:11]=2)[C:7]2[C:26]([C:30]([OH:32])=[O:31])=[CH:27][CH:28]=[CH:29][C:6]=2[N:5]=1)[CH3:2].C(=O)([O-])[O-].[K+].[K+].Cl[CH2:40][C:41]1[O:42][C:43](=[O:47])[O:44][C:45]=1[CH3:46].C(=O)(O)[O-].[Na+], predict the reaction product. The product is: [CH2:1]([O:3][C:4]1[N:8]([CH2:9][C:10]2[CH:11]=[CH:12][C:13]([C:16]3[CH:21]=[CH:20][CH:19]=[CH:18][C:17]=3[C:22](=[N:24][OH:25])[NH2:23])=[CH:14][CH:15]=2)[C:7]2[C:26]([C:30]([O:32][CH2:40][C:41]3[O:42][C:43](=[O:47])[O:44][C:45]=3[CH3:46])=[O:31])=[CH:27][CH:28]=[CH:29][C:6]=2[N:5]=1)[CH3:2].